This data is from NCI-60 drug combinations with 297,098 pairs across 59 cell lines. The task is: Regression. Given two drug SMILES strings and cell line genomic features, predict the synergy score measuring deviation from expected non-interaction effect. (1) Drug 1: CNC(=O)C1=CC=CC=C1SC2=CC3=C(C=C2)C(=NN3)C=CC4=CC=CC=N4. Drug 2: C1=CC(=CC=C1CCC2=CNC3=C2C(=O)NC(=N3)N)C(=O)NC(CCC(=O)O)C(=O)O. Cell line: A498. Synergy scores: CSS=18.2, Synergy_ZIP=-6.22, Synergy_Bliss=-2.41, Synergy_Loewe=-5.19, Synergy_HSA=0.217. (2) Drug 1: CC12CCC3C(C1CCC2=O)CC(=C)C4=CC(=O)C=CC34C. Drug 2: C1=NC(=NC(=O)N1C2C(C(C(O2)CO)O)O)N. Cell line: RPMI-8226. Synergy scores: CSS=59.9, Synergy_ZIP=8.11, Synergy_Bliss=9.59, Synergy_Loewe=0.501, Synergy_HSA=8.81.